Task: Predict the product of the given reaction.. Dataset: Forward reaction prediction with 1.9M reactions from USPTO patents (1976-2016) (1) The product is: [CH2:1]([O:3][C:4]1[CH:9]=[C:8]([C:17]2[CH:18]=[CH:19][N:14]=[CH:15][CH:16]=2)[CH:7]=[CH:6][C:5]=1[N+:11]([O-:13])=[O:12])[CH3:2]. Given the reactants [CH2:1]([O:3][C:4]1[CH:9]=[C:8](Br)[CH:7]=[CH:6][C:5]=1[N+:11]([O-:13])=[O:12])[CH3:2].[N:14]1[CH:19]=[CH:18][C:17](B(O)O)=[CH:16][CH:15]=1.C([O-])([O-])=O.[K+].[K+], predict the reaction product. (2) Given the reactants Cl.[Cl:2][C:3]1[CH:4]=[C:5]2[C:10](=[CH:11][CH:12]=1)[CH:9]=[C:8]([S:13]([N:16]1[CH2:21][CH2:20][N:19]([C:22]([C:24]3[S:32][C:31]4[CH2:30][CH2:29][NH:28][CH2:27][C:26]=4[CH:25]=3)=[O:23])[CH:18]([C:33]([O:35]CC)=[O:34])[CH2:17]1)(=[O:15])=[O:14])[CH:7]=[CH:6]2.C(O)C.[OH-].[Na+].Cl, predict the reaction product. The product is: [ClH:2].[C:33]([CH:18]1[CH2:17][N:16]([S:13]([C:8]2[CH:7]=[CH:6][C:5]3[C:10](=[CH:11][CH:12]=[C:3]([Cl:2])[CH:4]=3)[CH:9]=2)(=[O:15])=[O:14])[CH2:21][CH2:20][N:19]1[C:22]([C:24]1[S:32][C:31]2[CH2:30][CH2:29][NH:28][CH2:27][C:26]=2[CH:25]=1)=[O:23])([OH:35])=[O:34]. (3) Given the reactants [NH:1]1[C:9]2[C:4](=[CH:5][CH:6]=[CH:7][C:8]=2[CH2:10][CH2:11][C:12]2[CH:21]=[CH:20][C:15]([C:16]([O:18][CH3:19])=[O:17])=[CH:14][CH:13]=2)[CH2:3][CH2:2]1.BrC1C=CC=C2C=1N([C:32](=[O:42])[CH2:33][C:34]1[CH:39]=[CH:38][CH:37]=[C:36]([O:40][CH3:41])[CH:35]=1)CC2.C(C1C=CC(C(OC)=O)=CC=1)=C, predict the reaction product. The product is: [CH3:41][O:40][C:36]1[CH:35]=[C:34]([CH2:33][C:32]([N:1]2[C:9]3[C:4](=[CH:5][CH:6]=[CH:7][C:8]=3[CH2:10][CH2:11][C:12]3[CH:21]=[CH:20][C:15]([C:16]([O:18][CH3:19])=[O:17])=[CH:14][CH:13]=3)[CH2:3][CH2:2]2)=[O:42])[CH:39]=[CH:38][CH:37]=1. (4) Given the reactants C(N(CC)CC)C.[O:8]=[C:9]1[CH2:14][CH2:13][N:12]([C:15]([O:17][C:18]([CH3:21])([CH3:20])[CH3:19])=[O:16])[CH2:11][CH:10]1[C:22]([O:24][CH3:25])=[O:23].[BH4-].[Na+].Cl, predict the reaction product. The product is: [OH:8][CH:9]1[CH2:14][CH2:13][N:12]([C:15]([O:17][C:18]([CH3:19])([CH3:20])[CH3:21])=[O:16])[CH2:11][CH:10]1[C:22]([O:24][CH3:25])=[O:23]. (5) Given the reactants Cl[C:2]1[C:11]2[C:6](=[CH:7][CH:8]=[C:9]([S:12]([C:15]([CH3:18])([CH3:17])[CH3:16])(=[O:14])=[O:13])[CH:10]=2)[N:5]=[CH:4][CH:3]=1.[CH3:19][C:20]1[C:21]([NH2:26])=[N:22][NH:23][C:24]=1[CH3:25].Cl.CC[NH+](CC)CC.CC[NH+](CC)CC.C([O-])([O-])=O, predict the reaction product. The product is: [CH3:16][C:15]([S:12]([C:9]1[CH:10]=[C:11]2[C:6](=[CH:7][CH:8]=1)[N:5]=[CH:4][CH:3]=[C:2]2[NH:26][C:21]1[C:20]([CH3:19])=[C:24]([CH3:25])[NH:23][N:22]=1)(=[O:14])=[O:13])([CH3:18])[CH3:17].